This data is from Full USPTO retrosynthesis dataset with 1.9M reactions from patents (1976-2016). The task is: Predict the reactants needed to synthesize the given product. (1) Given the product [CH2:7]([NH:9][C:10]([NH:12][C:13]1[CH:14]=[CH:15][C:16]([C:19]2[N:20]=[C:21]([N:30]3[CH2:31][CH2:32][O:33][CH2:34][CH2:35]3)[C:22]3[CH2:28][CH2:27][N:26]([CH:3]4[CH2:2][O:1][CH2:4]4)[CH:25]([CH3:29])[C:23]=3[N:24]=2)=[CH:17][CH:18]=1)=[O:11])[CH3:8], predict the reactants needed to synthesize it. The reactants are: [O:1]1[CH2:4][C:3](=O)[CH2:2]1.Cl.[CH2:7]([NH:9][C:10]([NH:12][C:13]1[CH:18]=[CH:17][C:16]([C:19]2[N:20]=[C:21]([N:30]3[CH2:35][CH2:34][O:33][CH2:32][CH2:31]3)[C:22]3[CH2:28][CH2:27][NH:26][CH:25]([CH3:29])[C:23]=3[N:24]=2)=[CH:15][CH:14]=1)=[O:11])[CH3:8].C(N(CC)C(C)C)(C)C.C(O[BH-](OC(=O)C)OC(=O)C)(=O)C.[Na+]. (2) Given the product [NH2:1][C:4]1[CH:5]=[CH:6][C:7]2[O:13][CH2:12][C@@H:11]3[CH2:14][CH2:15][CH2:16][N:10]3[C:9](=[O:17])[C:8]=2[CH:18]=1, predict the reactants needed to synthesize it. The reactants are: [N+:1]([C:4]1[CH:5]=[CH:6][C:7]2[O:13][CH2:12][C@@H:11]3[CH2:14][CH2:15][CH2:16][N:10]3[C:9](=[O:17])[C:8]=2[CH:18]=1)([O-])=O.CO.[H][H]. (3) Given the product [C:24]([O:28][C:29](=[O:30])[NH:31][CH:32]([CH2:36][C:37]1[CH:42]=[CH:41][CH:40]=[C:39]([CH3:43])[CH:38]=1)[C:33]([N:21]1[CH2:22][CH2:23][CH:18]([N:4]([CH:1]2[CH2:3][CH2:2]2)[S:5]([C:8]2[CH:13]=[CH:12][CH:11]=[C:10]([C:14]([F:17])([F:15])[F:16])[CH:9]=2)(=[O:6])=[O:7])[CH2:19][CH2:20]1)=[O:34])([CH3:27])([CH3:26])[CH3:25], predict the reactants needed to synthesize it. The reactants are: [CH:1]1([N:4]([CH:18]2[CH2:23][CH2:22][NH:21][CH2:20][CH2:19]2)[S:5]([C:8]2[CH:13]=[CH:12][CH:11]=[C:10]([C:14]([F:17])([F:16])[F:15])[CH:9]=2)(=[O:7])=[O:6])[CH2:3][CH2:2]1.[C:24]([O:28][C:29]([NH:31][CH:32]([CH2:36][C:37]1[CH:38]=[C:39]([CH3:43])[CH:40]=[CH:41][CH:42]=1)[C:33](O)=[O:34])=[O:30])([CH3:27])([CH3:26])[CH3:25].O.ON1C2C=CC=CC=2N=N1.Cl.CN(C)CCCN=C=NCC. (4) Given the product [NH2:29][C:25]1[CH:24]=[C:23]([S:20]([NH:19][C:15]2[CH:14]=[C:13]([CH:6]([NH:5][C:3](=[O:4])[CH:2]([C:32]3[CH:37]=[CH:36][C:35]([Cl:38])=[CH:34][CH:33]=3)[Cl:1])[CH2:7][C:8]([O:10][CH2:11][CH3:12])=[O:9])[CH:18]=[CH:17][CH:16]=2)(=[O:21])=[O:22])[CH:28]=[CH:27][CH:26]=1, predict the reactants needed to synthesize it. The reactants are: [Cl:1][CH:2]([C:32]1[CH:37]=[CH:36][C:35]([Cl:38])=[CH:34][CH:33]=1)[C:3]([NH:5][CH:6]([C:13]1[CH:18]=[CH:17][CH:16]=[C:15]([NH:19][S:20]([C:23]2[CH:28]=[CH:27][CH:26]=[C:25]([N+:29]([O-])=O)[CH:24]=2)(=[O:22])=[O:21])[CH:14]=1)[CH2:7][C:8]([O:10][CH2:11][CH3:12])=[O:9])=[O:4].[Sn](Cl)Cl. (5) Given the product [CH3:1][C:2]1[CH:7]=[C:6]([NH:8][C:9]([C:11]2[CH:16]=[C:15]([C:28]3[CH:33]=[CH:32][N:31]=[C:30]([CH3:34])[CH:29]=3)[CH:14]=[C:13]([CH3:26])[N:12]=2)=[O:10])[CH:5]=[CH:4][N:3]=1, predict the reactants needed to synthesize it. The reactants are: [CH3:1][C:2]1[CH:7]=[C:6]([NH:8][C:9]([C:11]2[CH:16]=[C:15](B3OC(C)(C)C(C)(C)O3)[CH:14]=[C:13]([CH3:26])[N:12]=2)=[O:10])[CH:5]=[CH:4][N:3]=1.Br[C:28]1[CH:33]=[CH:32][N:31]=[C:30]([CH3:34])[CH:29]=1.